Dataset: Forward reaction prediction with 1.9M reactions from USPTO patents (1976-2016). Task: Predict the product of the given reaction. (1) Given the reactants [CH3:1][O:2][C:3]1[CH:4]=[C:5]2[C:10](=[CH:11][C:12]=1[CH2:13][CH:14]=O)[N:9]=[CH:8][CH:7]=[CH:6]2.[O:16]1[C:20]2([CH2:25][CH2:24][NH:23][CH2:22][CH2:21]2)[O:19][CH2:18][CH2:17]1.C(O[BH-](OC(=O)C)OC(=O)C)(=O)C.[Na+].C(=O)(O)[O-].[Na+], predict the reaction product. The product is: [O:16]1[C:20]2([CH2:25][CH2:24][N:23]([CH2:14][CH2:13][C:12]3[CH:11]=[C:10]4[C:5]([CH:6]=[CH:7][CH:8]=[N:9]4)=[CH:4][C:3]=3[O:2][CH3:1])[CH2:22][CH2:21]2)[O:19][CH2:18][CH2:17]1. (2) Given the reactants [Cl:1][C:2]1[CH:3]=[C:4]2[C:10]([CH2:11][N:12]([CH3:14])[CH3:13])=[CH:9][NH:8][C:5]2=[N:6][CH:7]=1.[H-].[Na+].[C:17]([O:21][C:22](O[C:22]([O:21][C:17]([CH3:20])([CH3:19])[CH3:18])=[O:23])=[O:23])([CH3:20])([CH3:19])[CH3:18].O, predict the reaction product. The product is: [C:17]([O:21][C:22]([N:8]1[C:5]2=[N:6][CH:7]=[C:2]([Cl:1])[CH:3]=[C:4]2[C:10]([CH2:11][N:12]([CH3:14])[CH3:13])=[CH:9]1)=[O:23])([CH3:20])([CH3:19])[CH3:18]. (3) Given the reactants [CH2:1]([NH:8][C:9](=[O:24])[C:10]1[C:15]([C:16]2[CH:21]=[CH:20][CH:19]=[CH:18][C:17]=2[CH3:22])=[CH:14][C:13](Cl)=[N:12][CH:11]=1)[C:2]1[CH:7]=[CH:6][CH:5]=[CH:4][CH:3]=1.[NH:25]1[CH2:30][CH2:29][O:28][CH2:27][CH2:26]1.C(OCC)(=O)C.O, predict the reaction product. The product is: [CH2:1]([NH:8][C:9](=[O:24])[C:10]1[C:15]([C:16]2[CH:21]=[CH:20][CH:19]=[CH:18][C:17]=2[CH3:22])=[CH:14][C:13]([N:25]2[CH2:30][CH2:29][O:28][CH2:27][CH2:26]2)=[N:12][CH:11]=1)[C:2]1[CH:7]=[CH:6][CH:5]=[CH:4][CH:3]=1. (4) Given the reactants [OH:1][C:2]1[CH:11]=[C:10]2[C:5]([CH:6]=[C:7]([S:16](Cl)(=[O:18])=[O:17])[CH:8]=[C:9]2[S:12](Cl)(=[O:14])=[O:13])=[CH:4][CH:3]=1.[Cl:20][C:21]1[CH:22]=[C:23]([CH:25]=[CH:26][CH:27]=1)[NH2:24], predict the reaction product. The product is: [Cl:20][C:21]1[CH:22]=[C:23]([NH:24][S:12]([C:9]2[C:10]3[C:5](=[CH:4][CH:3]=[C:2]([OH:1])[CH:11]=3)[CH:6]=[C:7]([S:16]([NH:24][C:23]3[CH:25]=[CH:26][CH:27]=[C:21]([Cl:20])[CH:22]=3)(=[O:18])=[O:17])[CH:8]=2)(=[O:14])=[O:13])[CH:25]=[CH:26][CH:27]=1. (5) Given the reactants [C:1]([C:5]1[CH:9]=[C:8]([NH:10][C:11]([NH:13][C@@H:14]2[C:23]3[C:18](=[CH:19][CH:20]=[CH:21][CH:22]=3)[C@H:17]([O:24][C:25]3[CH:26]=[CH:27][C:28]4[N:29]([C:31]([N:34]([CH:38]([CH3:40])[CH3:39])[CH:35]([CH3:37])[CH3:36])=[N:32][N:33]=4)[CH:30]=3)[CH2:16][CH2:15]2)=[O:12])[N:7]([C:41]2[CH:42]=[C:43]([CH:52]=[CH:53][CH:54]=2)[O:44][CH2:45][CH2:46]OS(C)(=O)=O)[N:6]=1)([CH3:4])([CH3:3])[CH3:2].[CH3:55][NH:56][CH3:57], predict the reaction product. The product is: [C:1]([C:5]1[CH:9]=[C:8]([NH:10][C:11]([NH:13][C@@H:14]2[C:23]3[C:18](=[CH:19][CH:20]=[CH:21][CH:22]=3)[C@H:17]([O:24][C:25]3[CH:26]=[CH:27][C:28]4[N:29]([C:31]([N:34]([CH:38]([CH3:40])[CH3:39])[CH:35]([CH3:36])[CH3:37])=[N:32][N:33]=4)[CH:30]=3)[CH2:16][CH2:15]2)=[O:12])[N:7]([C:41]2[CH:54]=[CH:53][CH:52]=[C:43]([O:44][CH2:45][CH2:46][N:56]([CH3:57])[CH3:55])[CH:42]=2)[N:6]=1)([CH3:2])([CH3:4])[CH3:3]. (6) Given the reactants C(OC(=O)[NH:7][C@H:8]([C:33](=[O:40])[NH:34][CH2:35][CH2:36][CH2:37][CH2:38][CH3:39])[CH2:9][C:10]1[CH:15]=[CH:14][C:13]([N:16]2[CH2:20][C:19](=[O:21])[N:18]([CH2:22][C:23]3[CH:28]=[CH:27][C:26]([O:29][CH3:30])=[CH:25][CH:24]=3)[S:17]2(=[O:32])=[O:31])=[CH:12][CH:11]=1)(C)(C)C.C(O)(C(F)(F)F)=O, predict the reaction product. The product is: [NH2:7][C@@H:8]([CH2:9][C:10]1[CH:11]=[CH:12][C:13]([N:16]2[CH2:20][C:19](=[O:21])[N:18]([CH2:22][C:23]3[CH:28]=[CH:27][C:26]([O:29][CH3:30])=[CH:25][CH:24]=3)[S:17]2(=[O:31])=[O:32])=[CH:14][CH:15]=1)[C:33]([NH:34][CH2:35][CH2:36][CH2:37][CH2:38][CH3:39])=[O:40]. (7) Given the reactants CC1(C)C(C)(C)OB([C:9]2[CH2:14][CH2:13][CH:12]([O:15][CH2:16][CH:17]3[CH2:22][CH2:21][N:20]([C:23]([O:25][C:26]([CH3:29])([CH3:28])[CH3:27])=[O:24])[CH2:19][CH2:18]3)[CH2:11][CH:10]=2)O1.Cl.Cl[C:33]1[CH:38]=[CH:37][N:36]=[CH:35][C:34]=1[C:39]([F:42])([F:41])[F:40].C([O-])([O-])=O.[Na+].[Na+], predict the reaction product. The product is: [F:40][C:39]([F:42])([F:41])[C:34]1[CH:35]=[N:36][CH:37]=[CH:38][C:33]=1[C:9]1[CH2:14][CH2:13][CH:12]([O:15][CH2:16][CH:17]2[CH2:22][CH2:21][N:20]([C:23]([O:25][C:26]([CH3:29])([CH3:28])[CH3:27])=[O:24])[CH2:19][CH2:18]2)[CH2:11][CH:10]=1. (8) Given the reactants [F:1][C:2]1[CH:9]=[C:8]([O:10][CH3:11])[CH:7]=[C:6]([F:12])[C:3]=1[CH:4]=O.[C-]#N.[K+].C(=O)([O-])[O-].[NH4+].[NH4+].[OH-].[Na+].S(Cl)(Cl)=O.[BH4-].[Na+].C([N:32]([CH2:35]C)[CH2:33][CH3:34])C.[C:45](O[C:45]([O:47][C:48](C)(C)C)=[O:46])([O:47][C:48](C)(C)C)=[O:46].Br[C:53]1C=C[C:56](N)=[C:55]([NH2:60])[CH:54]=1.[F-].[Cs+].[NH2:63]C1CCCCC1N, predict the reaction product. The product is: [NH:32]1[C:33]2[CH:34]=[CH:56][C:55]([N:60]3[CH:4]([C:3]4[C:2]([F:1])=[CH:9][C:8]([O:10][CH3:11])=[CH:7][C:6]=4[F:12])[CH2:48][O:47][C:45]3=[O:46])=[CH:54][C:53]=2[N:63]=[CH:35]1. (9) Given the reactants [N:1]1[CH:6]=[CH:5][CH:4]=[C:3]([CH2:7][CH2:8][C:9]([OH:11])=[O:10])[CH:2]=1.N[C:13]1[CH:21]=[CH:20][C:16]([C:17]([OH:19])=[O:18])=[CH:15][CH:14]=1.[N:22]#[C:23][Br:24], predict the reaction product. The product is: [BrH:24].[C:9]([CH2:8][CH2:7]/[C:3](/[CH:2]=[N:22]/[C:23]1[CH:21]=[CH:20][C:16]([C:17]([OH:19])=[O:18])=[CH:15][CH:14]=1)=[CH:4]\[CH:5]=[CH:6]\[NH:1][C:13]1[CH:21]=[CH:20][C:16]([C:17]([OH:19])=[O:18])=[CH:15][CH:14]=1)([OH:11])=[O:10].